From a dataset of Peptide-MHC class I binding affinity with 185,985 pairs from IEDB/IMGT. Regression. Given a peptide amino acid sequence and an MHC pseudo amino acid sequence, predict their binding affinity value. This is MHC class I binding data. (1) The peptide sequence is MSMGDIITY. The MHC is HLA-A33:01 with pseudo-sequence HLA-A33:01. The binding affinity (normalized) is 0.123. (2) The peptide sequence is TPYDINQML. The MHC is HLA-A24:02 with pseudo-sequence HLA-A24:02. The binding affinity (normalized) is 0.0274. (3) The peptide sequence is RVRQQVIQL. The MHC is HLA-B48:01 with pseudo-sequence HLA-B48:01. The binding affinity (normalized) is 0.0847. (4) The peptide sequence is SSSGMDAYY. The MHC is HLA-B07:02 with pseudo-sequence HLA-B07:02. The binding affinity (normalized) is 0.0847. (5) The peptide sequence is LLAAVASSY. The MHC is HLA-A26:01 with pseudo-sequence HLA-A26:01. The binding affinity (normalized) is 0.241.